This data is from Catalyst prediction with 721,799 reactions and 888 catalyst types from USPTO. The task is: Predict which catalyst facilitates the given reaction. (1) Reactant: [N:1]1([CH2:7][CH2:8][CH2:9][O:10][C:11]2[CH:16]=[CH:15][C:14]([N:17]3[CH2:22][CH2:21][NH:20][CH2:19][CH2:18]3)=[CH:13][CH:12]=2)[CH2:6][CH2:5][CH2:4][CH2:3][CH2:2]1.[Cl:23][C:24]1[CH:25]=[C:26](Br)[CH:27]=[CH:28][C:29]=1[Cl:30].CC(C)([O-])C.[Na+].C1(P(C2C=CC=CC=2)C2C=CC3C(=CC=CC=3)C=2C2C3C(=CC=CC=3)C=CC=2P(C2C=CC=CC=2)C2C=CC=CC=2)C=CC=CC=1. Product: [Cl:23][C:24]1[CH:25]=[C:26]([N:20]2[CH2:19][CH2:18][N:17]([C:14]3[CH:15]=[CH:16][C:11]([O:10][CH2:9][CH2:8][CH2:7][N:1]4[CH2:6][CH2:5][CH2:4][CH2:3][CH2:2]4)=[CH:12][CH:13]=3)[CH2:22][CH2:21]2)[CH:27]=[CH:28][C:29]=1[Cl:30]. The catalyst class is: 133. (2) Reactant: [CH2:1]([O:8][C:9]1[CH:10]=[C:11]2[C:16](=[CH:17][CH:18]=1)[C:15](=[O:19])[N:14]([CH2:20][CH:21]([CH3:23])[CH3:22])[C:13]([CH2:24]Cl)=[C:12]2[C:26]1[CH:31]=[CH:30][C:29]([F:32])=[CH:28][CH:27]=1)[C:2]1[CH:7]=[CH:6][CH:5]=[CH:4][CH:3]=1.[C:33]1(=[O:43])[NH:37][C:36](=[O:38])[C:35]2=[CH:39][CH:40]=[CH:41][CH:42]=[C:34]12.[K].O. Product: [CH2:1]([O:8][C:9]1[CH:10]=[C:11]2[C:16](=[CH:17][CH:18]=1)[C:15](=[O:19])[N:14]([CH2:20][CH:21]([CH3:23])[CH3:22])[C:13]([CH2:24][N:37]1[C:33](=[O:43])[C:34]3[C:35](=[CH:39][CH:40]=[CH:41][CH:42]=3)[C:36]1=[O:38])=[C:12]2[C:26]1[CH:31]=[CH:30][C:29]([F:32])=[CH:28][CH:27]=1)[C:2]1[CH:7]=[CH:6][CH:5]=[CH:4][CH:3]=1. The catalyst class is: 9. (3) Reactant: [NH:1]([C:8](=[O:32])[CH:9]([C:19]1[CH:31]=[CH:30][C:22]([C:23]([O:25]C(C)(C)C)=[O:24])=[CH:21][CH:20]=1)[C:10]([NH:12][C:13]1[CH:18]=[CH:17][CH:16]=[CH:15][CH:14]=1)=[O:11])[C:2]1[CH:7]=[CH:6][CH:5]=[CH:4][CH:3]=1.FC(F)(F)C(O)=O. Product: [NH:1]([C:8](=[O:32])[CH:9]([C:19]1[CH:20]=[CH:21][C:22]([C:23]([OH:25])=[O:24])=[CH:30][CH:31]=1)[C:10]([NH:12][C:13]1[CH:18]=[CH:17][CH:16]=[CH:15][CH:14]=1)=[O:11])[C:2]1[CH:3]=[CH:4][CH:5]=[CH:6][CH:7]=1. The catalyst class is: 2. (4) The catalyst class is: 3. Reactant: [Cl:1][C:2]1[C:15]([Cl:16])=[CH:14][C:5]2[NH:6][C:7]([CH2:9][C:10]([F:13])([F:12])[F:11])=[N:8][C:4]=2[CH:3]=1.C(=O)([O-])[O-].[K+].[K+].[F:23][C:24]([F:34])([F:33])[C:25]1[CH:32]=[CH:31][CH:30]=[CH:29][C:26]=1[CH2:27]Br. Product: [Cl:16][C:15]1[C:2]([Cl:1])=[CH:3][C:4]2[N:8]([CH2:27][C:26]3[CH:29]=[CH:30][CH:31]=[CH:32][C:25]=3[C:24]([F:23])([F:33])[F:34])[C:7]([CH2:9][C:10]([F:12])([F:13])[F:11])=[N:6][C:5]=2[CH:14]=1. (5) Reactant: COC([N:5]1[C:13]2[C:8](=[C:9]([NH:14][C:15]([NH:17][CH:18]3[C:27]4[C:22](=[CH:23][C:24]([C:28]([F:31])([F:30])[F:29])=[CH:25][CH:26]=4)[O:21][CH2:20][CH2:19]3)=[O:16])[CH:10]=[CH:11][CH:12]=2)[CH:7]=[N:6]1)=O.COC(N1C2C(=C(NC(NC3C4C(=CC(C(C)(C)C)=CC=4)OCC3)=O)C=CC=2)C=N1)=O. Product: [NH:5]1[C:13]2[C:8](=[C:9]([NH:14][C:15]([NH:17][CH:18]3[C:27]4[C:22](=[CH:23][C:24]([C:28]([F:29])([F:31])[F:30])=[CH:25][CH:26]=4)[O:21][CH2:20][CH2:19]3)=[O:16])[CH:10]=[CH:11][CH:12]=2)[CH:7]=[N:6]1. The catalyst class is: 6. (6) Reactant: CC(OI1(OC(C)=O)(OC(C)=O)OC(=O)C2C=CC=CC1=2)=O.[CH2:23]([O:30][C:31]([CH:33]1[CH2:38][CH2:37][CH:36]([CH:39]([OH:41])[CH3:40])[CH2:35][CH2:34]1)=[O:32])[C:24]1[CH:29]=[CH:28][CH:27]=[CH:26][CH:25]=1.S([O-])([O-])(=O)=S.[Na+].[Na+]. Product: [CH2:23]([O:30][C:31]([CH:33]1[CH2:38][CH2:37][CH:36]([C:39](=[O:41])[CH3:40])[CH2:35][CH2:34]1)=[O:32])[C:24]1[CH:29]=[CH:28][CH:27]=[CH:26][CH:25]=1. The catalyst class is: 4.